Dataset: Forward reaction prediction with 1.9M reactions from USPTO patents (1976-2016). Task: Predict the product of the given reaction. (1) Given the reactants [CH3:1][NH:2][C:3]([N:5]1[CH2:9][CH2:8][CH:7]([N:10]2[CH2:15][CH2:14][N:13](C(OCC3C=CC=CC=3)=O)[CH2:12][CH2:11]2)[CH2:6]1)=[O:4], predict the reaction product. The product is: [CH3:1][NH:2][C:3]([N:5]1[CH2:9][CH2:8][CH:7]([N:10]2[CH2:15][CH2:14][NH:13][CH2:12][CH2:11]2)[CH2:6]1)=[O:4]. (2) Given the reactants [Br:1][C:2]1[CH:7]=[CH:6][C:5]([CH:8]2[O:13][CH2:12][CH:11]([OH:14])[CH2:10][CH2:9]2)=[CH:4][CH:3]=1.CC(OI1(OC(C)=O)(OC(C)=O)OC(=O)C2C=CC=CC1=2)=O, predict the reaction product. The product is: [Br:1][C:2]1[CH:7]=[CH:6][C:5]([CH:8]2[O:13][CH2:12][C:11](=[O:14])[CH2:10][CH2:9]2)=[CH:4][CH:3]=1. (3) The product is: [NH2:1][C:2]1[C:11]([CH3:12])=[CH:10][C:9]([C:29]#[N:28])=[CH:8][C:3]=1[C:4]([NH:6][CH3:7])=[O:5]. Given the reactants [NH2:1][C:2]1[C:11]([CH3:12])=[CH:10][C:9](Br)=[CH:8][C:3]=1[C:4]([NH:6][CH3:7])=[O:5].CC1C2C(=CC=CC=2)C=CC=1.[C-]#N.[Na+].[N:28]1C=CC(C)=C[CH:29]=1, predict the reaction product. (4) Given the reactants [NH2:1][C:2]1[CH:21]=[CH:20][C:5]([O:6][C:7]2[C:12]([C:13]3[CH:18]=[CH:17][N:16]=[C:15]([NH2:19])[N:14]=3)=[CH:11][CH:10]=[CH:9][N:8]=2)=[CH:4][CH:3]=1.[CH3:22][N:23]1[C:27]([C:28]2[CH:33]=[CH:32][CH:31]=[CH:30][CH:29]=2)=[N:26][N:25]=[C:24]1S(C)(=O)=O, predict the reaction product. The product is: [CH3:22][N:23]1[C:27]([C:28]2[CH:29]=[CH:30][CH:31]=[CH:32][CH:33]=2)=[N:26][N:25]=[C:24]1[NH:1][C:2]1[CH:21]=[CH:20][C:5]([O:6][C:7]2[C:12]([C:13]3[CH:18]=[CH:17][N:16]=[C:15]([NH2:19])[N:14]=3)=[CH:11][CH:10]=[CH:9][N:8]=2)=[CH:4][CH:3]=1. (5) Given the reactants C(O[C:6](=[O:21])[NH:7][C@H:8]([C:13](=[O:20])[NH:14][CH:15]1[CH2:19][CH2:18][CH2:17][CH2:16]1)[C:9]([CH3:12])([CH3:11])[CH3:10])(C)(C)C.C(OC([C@@H:29]1[CH2:33][C@H:32]([O:34][C:35]2[C:44]3[C:39](=[CH:40][C:41]([O:45][CH3:46])=[CH:42][CH:43]=3)[N:38]=[C:37]([C:47]3[CH:52]=[CH:51][CH:50]=[CH:49][CH:48]=3)[CH:36]=2)[CH2:31][C@H:30]1[C:53](=[O:65])[NH:54][C@:55]1([C:60]([O:62][CH2:63][CH3:64])=[O:61])[CH2:57][C@H:56]1[CH:58]=[CH2:59])=O)(C)(C)C.C(OC([C@@]1(NC([C@@H]2C[C@@H](OC3C4C(=CC(OC)=CC=4)N=C(C4C=CC=CC=4)C=3)C[C@H]2C(=O)N[C@H](C(=O)N[C@@H](C2CCCCC2)C(=O)NC)C(C)(C)C)=O)C[C@H]1C=C)=O)C, predict the reaction product. The product is: [CH2:63]([O:62][C:60]([C@@:55]1([NH:54][C:53]([C@@H:30]2[CH2:31][C@@H:32]([O:34][C:35]3[C:44]4[C:39](=[CH:40][C:41]([O:45][CH3:46])=[CH:42][CH:43]=4)[N:38]=[C:37]([C:47]4[CH:48]=[CH:49][CH:50]=[CH:51][CH:52]=4)[CH:36]=3)[CH2:33][C@H:29]2[C:6](=[O:21])[NH:7][C@H:8]([C:13](=[O:20])[NH:14][CH:15]2[CH2:16][CH2:17][CH2:18][CH2:19]2)[C:9]([CH3:10])([CH3:11])[CH3:12])=[O:65])[CH2:57][C@H:56]1[CH:58]=[CH2:59])=[O:61])[CH3:64].